This data is from Full USPTO retrosynthesis dataset with 1.9M reactions from patents (1976-2016). The task is: Predict the reactants needed to synthesize the given product. (1) Given the product [F:19][C:17]1[CH:18]=[C:13]([CH:11]([NH:10][C:8]([C:6]2[CH:5]=[CH:4][N:3]=[C:2]([NH:1][C:26](=[O:30])[CH:27]([CH3:29])[CH3:28])[N:7]=2)=[O:9])[CH3:12])[CH:14]=[N:15][C:16]=1[O:20][CH2:21][C:22]([F:24])([F:23])[F:25], predict the reactants needed to synthesize it. The reactants are: [NH2:1][C:2]1[N:7]=[C:6]([C:8]([NH:10][CH:11]([C:13]2[CH:14]=[N:15][C:16]([O:20][CH2:21][C:22]([F:25])([F:24])[F:23])=[C:17]([F:19])[CH:18]=2)[CH3:12])=[O:9])[CH:5]=[CH:4][N:3]=1.[C:26](Cl)(=[O:30])[CH:27]([CH3:29])[CH3:28]. (2) Given the product [Cl:8][C:4]1[CH:5]=[CH:6][CH:7]=[C:2]([Cl:1])[C:3]=1[C:9]1[C:13]([CH2:14][O:15][C:16]2[CH:17]=[CH:18][C:19]([C:22]3[NH:26][C:25]4[CH:27]=[CH:28][CH:29]=[C:30]([C:31]([OH:33])=[O:32])[C:24]=4[N:23]=3)=[CH:20][CH:21]=2)=[C:12]([CH:35]([CH3:37])[CH3:36])[O:11][N:10]=1, predict the reactants needed to synthesize it. The reactants are: [Cl:1][C:2]1[CH:7]=[CH:6][CH:5]=[C:4]([Cl:8])[C:3]=1[C:9]1[C:13]([CH2:14][O:15][C:16]2[CH:21]=[CH:20][C:19]([C:22]3[NH:26][C:25]4[CH:27]=[CH:28][CH:29]=[C:30]([C:31]([O:33]C)=[O:32])[C:24]=4[N:23]=3)=[CH:18][CH:17]=2)=[C:12]([CH:35]([CH3:37])[CH3:36])[O:11][N:10]=1.[OH-].[Li+].O1CCOCC1. (3) Given the product [Cl:1][C:2]1[CH:3]=[C:4]2[C:8](=[CH:9][CH:10]=1)[N:7]([C:11]1[N:15]([CH3:16])[N:14]=[C:13]([CH3:17])[C:12]=1/[CH:18]=[CH:19]/[C:20]1[NH:21][C:37](=[O:36])[O:23][N:22]=1)[CH:6]=[CH:5]2, predict the reactants needed to synthesize it. The reactants are: [Cl:1][C:2]1[CH:3]=[C:4]2[C:8](=[CH:9][CH:10]=1)[N:7]([C:11]1[N:15]([CH3:16])[N:14]=[C:13]([CH3:17])[C:12]=1/[CH:18]=[CH:19]/[C:20](=[N:22]/[OH:23])/[NH2:21])[CH:6]=[CH:5]2.N12CCCN=C1CCCCC2.Cl.[O:36]1CCC[CH2:37]1.